From a dataset of Full USPTO retrosynthesis dataset with 1.9M reactions from patents (1976-2016). Predict the reactants needed to synthesize the given product. (1) Given the product [CH3:2][N:3]1[CH2:8][CH2:7][N:6]([C:9]2[CH:14]=[C:13]([N:15]3[CH:24]([CH3:25])[CH2:23][C:22]4[C:17](=[CH:18][C:19]([CH:26]5[CH2:27][CH2:28][N:29]([C:38]([N:33]6[CH2:37][CH2:36][CH2:35][CH2:34]6)=[O:39])[CH2:30][CH2:31]5)=[CH:20][CH:21]=4)[CH2:16]3)[N:12]=[C:11]([NH2:32])[N:10]=2)[CH2:5][CH2:4]1, predict the reactants needed to synthesize it. The reactants are: Cl.[CH3:2][N:3]1[CH2:8][CH2:7][N:6]([C:9]2[CH:14]=[C:13]([N:15]3[CH:24]([CH3:25])[CH2:23][C:22]4[C:17](=[CH:18][C:19]([CH:26]5[CH2:31][CH2:30][NH:29][CH2:28][CH2:27]5)=[CH:20][CH:21]=4)[CH2:16]3)[N:12]=[C:11]([NH2:32])[N:10]=2)[CH2:5][CH2:4]1.[N:33]1([C:38](Cl)=[O:39])[CH2:37][CH2:36][CH2:35][CH2:34]1. (2) Given the product [Cl:1][C:2]1[N:3]=[N:4][C:5]([NH:19][C:20]2[CH:29]=[C:28]3[C:23]([CH:24]=[CH:25][CH:26]=[N:27]3)=[CH:22][CH:21]=2)=[CH:6][C:7]=1[C:8]1[CH:13]=[CH:12][C:11]([C:14]([F:17])([F:16])[F:15])=[CH:10][CH:9]=1, predict the reactants needed to synthesize it. The reactants are: [Cl:1][C:2]1[N:3]=[N:4][C:5](Cl)=[CH:6][C:7]=1[C:8]1[CH:13]=[CH:12][C:11]([C:14]([F:17])([F:16])[F:15])=[CH:10][CH:9]=1.[NH2:19][C:20]1[CH:29]=[C:28]2[C:23]([CH:24]=[CH:25][CH:26]=[N:27]2)=[CH:22][CH:21]=1. (3) Given the product [CH2:28]([C:25]1[N:24]=[C:23]([CH:22]=[CH:21][C:9]2[CH:8]=[C:7]([OH:6])[C:12]([OH:13])=[CH:11][CH:10]=2)[O:27][N:26]=1)[CH3:29], predict the reactants needed to synthesize it. The reactants are: C([Si](C)(C)[O:6][C:7]1[CH:8]=[C:9]([CH:21]=[CH:22][C:23]2[O:27][N:26]=[C:25]([CH2:28][CH3:29])[N:24]=2)[CH:10]=[CH:11][C:12]=1[O:13][Si](C(C)(C)C)(C)C)(C)(C)C.[F-].C([N+](CCCC)(CCCC)CCCC)CCC. (4) The reactants are: N1C2C(=CC(N)=CC=2)C=C1.CO[C:13]1[CH:27]=[C:26](B2OC(C)(C)C(C)(C)O2)[CH:25]=[CH:24][C:14]=1[O:15]CCN1CCNCC1.Br[C:38]1[N:43]=[C:42]2[N:44]([C:48]3[CH:49]=[C:50]4[C:54](=[CH:55][CH:56]=3)[N:53]([CH3:57])[CH:52]=[CH:51]4)[C:45](=[O:47])[NH:46][C:41]2=[N:40][CH:39]=1.COC1C=C(C2C=C3C(C4C=C5C(=CC=4)NC=C5)=CNC3=NC=2)C=CC=1OC.OC1C=CC(B(O)O)=CC=1.COC1C=C(B(O)O)C=C(OC)C=1OC.BrC1N=C2N(C3C=C4C(=CC=3)NC=C4)C(=O)NC2=NC=1. Given the product [OH:15][C:14]1[CH:13]=[CH:27][C:26]([C:38]2[N:43]=[C:42]3[N:44]([C:48]4[CH:49]=[C:50]5[C:54](=[CH:55][CH:56]=4)[N:53]([CH3:57])[CH:52]=[CH:51]5)[C:45](=[O:47])[NH:46][C:41]3=[N:40][CH:39]=2)=[CH:25][CH:24]=1, predict the reactants needed to synthesize it. (5) Given the product [C:1]([O:5][C:6](=[O:29])[N:7]([CH3:32])[CH:8]1[CH2:9][CH2:10][N:11]([C:14]2[N:22]=[CH:21][N:20]=[C:19]3[C:15]=2[N:16]=[CH:17][N:18]3[CH:23]2[CH2:28][CH2:27][CH2:26][CH2:25][O:24]2)[CH2:12][CH2:13]1)([CH3:4])([CH3:2])[CH3:3], predict the reactants needed to synthesize it. The reactants are: [C:1]([O:5][C:6](=[O:29])[NH:7][CH:8]1[CH2:13][CH2:12][N:11]([C:14]2[N:22]=[CH:21][N:20]=[C:19]3[C:15]=2[N:16]=[CH:17][N:18]3[CH:23]2[CH2:28][CH2:27][CH2:26][CH2:25][O:24]2)[CH2:10][CH2:9]1)([CH3:4])([CH3:3])[CH3:2].[H-].[Na+].[CH3:32]I.O. (6) Given the product [NH2:21][C:20]1[C:15]([N:10]2[CH:11]=[C:12]([CH3:14])[N:13]=[C:9]2[C:3]2[CH:4]=[C:5]([Cl:8])[CH:6]=[CH:7][C:2]=2[Cl:1])=[N:16][C:17]([N:24]2[CH:28]=[C:27]([CH3:29])[N:26]=[C:25]2[C:30]2[CH:35]=[C:34]([Cl:36])[CH:33]=[CH:32][C:31]=2[Cl:37])=[CH:18][CH:19]=1, predict the reactants needed to synthesize it. The reactants are: [Cl:1][C:2]1[CH:7]=[CH:6][C:5]([Cl:8])=[CH:4][C:3]=1[C:9]1[N:10]([C:15]2[C:20]([N+:21]([O-])=O)=[CH:19][CH:18]=[C:17]([N:24]3[CH:28]=[C:27]([CH3:29])[N:26]=[C:25]3[C:30]3[CH:35]=[C:34]([Cl:36])[CH:33]=[CH:32][C:31]=3[Cl:37])[N:16]=2)[CH:11]=[C:12]([CH3:14])[N:13]=1.CO.O.NN.